Task: Predict the reactants needed to synthesize the given product.. Dataset: Full USPTO retrosynthesis dataset with 1.9M reactions from patents (1976-2016) (1) Given the product [N:29]1([C:26]([CH:24]2[CH2:23][CH2:22][C:21]3[C:14]4[C:13]([NH:12][C:4]5[CH:5]=[C:6]6[C:10](=[CH:11][C:3]=5[O:2][CH3:1])[NH:9][N:8]=[CH:7]6)=[N:18][CH:17]=[N:16][C:15]=4[S:19][C:20]=3[CH2:25]2)=[O:27])[CH2:32][CH2:31][CH2:30]1, predict the reactants needed to synthesize it. The reactants are: [CH3:1][O:2][C:3]1[CH:11]=[C:10]2[C:6]([CH:7]=[N:8][NH:9]2)=[CH:5][C:4]=1[NH:12][C:13]1[C:14]2[C:21]3[CH2:22][CH2:23][CH:24]([C:26](O)=[O:27])[CH2:25][C:20]=3[S:19][C:15]=2[N:16]=[CH:17][N:18]=1.[NH:29]1[CH2:32][CH2:31][CH2:30]1. (2) Given the product [C:10]12([NH:20][CH2:8][C:5]3[N:6]=[N:7][C:2]([Cl:1])=[CH:3][CH:4]=3)[CH2:17][CH:16]3[CH2:15][CH:14]([CH2:13][CH:12]([CH2:18]3)[CH2:11]1)[CH2:19]2, predict the reactants needed to synthesize it. The reactants are: [Cl:1][C:2]1[N:7]=[N:6][C:5]([CH:8]=O)=[CH:4][CH:3]=1.[C:10]12([NH2:20])[CH2:19][CH:14]3[CH2:15][CH:16]([CH2:18][CH:12]([CH2:13]3)[CH2:11]1)[CH2:17]2. (3) Given the product [NH2:1][C:2]1[S:3][C:4]2[C:9]([N:10]([CH3:18])[C@H:11]([CH2:14][CH:15]([CH3:17])[CH3:16])[CH2:12][OH:13])=[N:8][C:7]([S:19][CH:22]([C:24]3[CH:29]=[CH:28][CH:27]=[CH:26][CH:25]=3)[CH3:23])=[N:6][C:5]=2[N:20]=1, predict the reactants needed to synthesize it. The reactants are: [NH2:1][C:2]1[S:3][C:4]2[C:9]([N:10]([CH3:18])[C@H:11]([CH2:14][CH:15]([CH3:17])[CH3:16])[CH2:12][OH:13])=[N:8][C:7]([SH:19])=[N:6][C:5]=2[N:20]=1.Br[CH:22]([C:24]1[CH:29]=[CH:28][CH:27]=[CH:26][CH:25]=1)[CH3:23]. (4) The reactants are: [C:1]([O:5][C:6](=[O:24])[CH2:7][CH2:8][C@H:9]([NH:13][C:14]([O:16][CH2:17][C:18]1[CH:23]=[CH:22][CH:21]=[CH:20][CH:19]=1)=[O:15])[C:10]([OH:12])=O)([CH3:4])([CH3:3])[CH3:2].[B-](F)(F)(F)F.CCOC(C(C#N)=NOC(N(C)C)=[N+](C)C)=O.[CH2:47]([O:49][C:50]([N:52]1[CH2:57][CH2:56][NH:55][CH2:54][CH2:53]1)=[O:51])[CH3:48]. Given the product [CH2:47]([O:49][C:50]([N:52]1[CH2:53][CH2:54][N:55]([C:10](=[O:12])[C@@H:9]([NH:13][C:14]([O:16][CH2:17][C:18]2[CH:23]=[CH:22][CH:21]=[CH:20][CH:19]=2)=[O:15])[CH2:8][CH2:7][C:6]([O:5][C:1]([CH3:2])([CH3:3])[CH3:4])=[O:24])[CH2:56][CH2:57]1)=[O:51])[CH3:48], predict the reactants needed to synthesize it. (5) Given the product [F:27][C:22]1[C:21]([C:17]2[NH:16][CH:15]=[CH:14][C:18]=2[F:19])=[CH:26][CH:25]=[CH:24][N:23]=1, predict the reactants needed to synthesize it. The reactants are: [H-].[Na+].CC1C=CC(S(O[CH:14]2[C:18](F)([F:19])[CH:17]([C:21]3[C:22]([F:27])=[N:23][CH:24]=[CH:25][CH:26]=3)[NH:16][CH2:15]2)(=O)=O)=CC=1.C1OCCOCCOCCOCCOC1.[Cl-].[NH4+]. (6) Given the product [CH3:2][O:3][C:4]1[CH:9]=[CH:8][C:7]([N:10]2[C:29]([C:26]3[C:25]([CH3:35])=[N:24][N:23]([C:17]4[CH:22]=[CH:21][CH:20]=[CH:19][CH:18]=4)[C:27]=3[OH:28])=[CH:30][C:31]([CH3:32])=[N:11]2)=[CH:6][CH:5]=1, predict the reactants needed to synthesize it. The reactants are: Cl.[CH3:2][O:3][C:4]1[CH:9]=[CH:8][C:7]([NH:10][NH2:11])=[CH:6][CH:5]=1.C(=O)(O)[O-].[Na+].[C:17]1([N:23]2[C:27](=[O:28])[CH:26]([C:29](=O)[CH2:30][C:31](=O)[CH3:32])[C:25]([CH3:35])=[N:24]2)[CH:22]=[CH:21][CH:20]=[CH:19][CH:18]=1.